Task: Predict the reactants needed to synthesize the given product.. Dataset: Full USPTO retrosynthesis dataset with 1.9M reactions from patents (1976-2016) (1) Given the product [F:1][C:2]1[CH:7]=[CH:6][CH:5]=[CH:4][C:3]=1[N:8]1[C:16]2[C:11](=[C:12]([N:17]3[CH2:21][CH2:20][N:19]([CH2:27][C:28]4[N:29]=[CH:30][O:31][CH:32]=4)[C:18]3=[O:22])[CH:13]=[CH:14][CH:15]=2)[CH:10]=[N:9]1, predict the reactants needed to synthesize it. The reactants are: [F:1][C:2]1[CH:7]=[CH:6][CH:5]=[CH:4][C:3]=1[N:8]1[C:16]2[C:11](=[C:12]([N:17]3[CH2:21][CH2:20][NH:19][C:18]3=[O:22])[CH:13]=[CH:14][CH:15]=2)[CH:10]=[N:9]1.[H-].[Na+].Br.Br[CH2:27][C:28]1[N:29]=[CH:30][O:31][CH:32]=1. (2) Given the product [OH:3][C:4]1[C:6]2=[N:7][CH:8]=[CH:9][CH:10]=[C:11]2[O:12][C:13]=1[C:14]([O:16][CH2:17][CH3:18])=[O:15], predict the reactants needed to synthesize it. The reactants are: C([O:3][C:4]([C:6]1[C:11]([O:12][CH2:13][C:14]([O:16][CH2:17][CH3:18])=[O:15])=[CH:10][CH:9]=[CH:8][N:7]=1)=O)C.[O-]CC.[Na+]. (3) Given the product [CH3:93][C@@H:61]([CH2:62][CH2:63][CH2:64][CH2:66][CH2:67][CH3:68])[C:60]([NH:11][C@H:12]([C:17]1[CH:18]=[CH:19][CH:20]=[CH:21][CH:16]=1)[CH3:13])=[O:65], predict the reactants needed to synthesize it. The reactants are: CCN(CCCC([NH:11][C:12]1[CH:13]=CN=[C:16]2[CH:21]=[C:20](Cl)[CH:19]=[CH:18][C:17]=12)C)CC.CC1N(/N=C/C2OC([N+]([O-])=O)=CC=2)CCS(=O)(=O)C1.C[C@@H]1[C@@H](O)[C@@H](C)[C@H](C)OC(=O)C[C@H](O)C[C@H](O)CC[C@@H](O)[C@H](O)[CH2:68][C@H:67](O)[CH2:66][C@@:64]2(O)[O:65][C@H:60]([C@H:61]([C:93](O)=O)[C@@H:62](O)[CH2:63]2)C[C@@H](O[C@@H]2O[C@H](C)[C@@H](O)[C@H](N)[C@@H]2O)C=CC=CC=CC=CC=CC=CC=C1. (4) Given the product [F:1][C:2]1([C:13]2[CH:14]=[CH:15][C:16]([C:19]3[CH2:42][C:37]([C:35]4[CH:34]=[C:33]([Cl:43])[C:32]([Cl:44])=[C:31]([Cl:30])[CH:36]=4)([C:38]([F:41])([F:40])[F:39])[O:21][N:20]=3)=[CH:17][CH:18]=2)[CH2:3][N:4]([C:6]([O:8][C:9]([CH3:12])([CH3:11])[CH3:10])=[O:7])[CH2:5]1, predict the reactants needed to synthesize it. The reactants are: [F:1][C:2]1([C:13]2[CH:18]=[CH:17][C:16]([CH:19]=[N:20][OH:21])=[CH:15][CH:14]=2)[CH2:5][N:4]([C:6]([O:8][C:9]([CH3:12])([CH3:11])[CH3:10])=[O:7])[CH2:3]1.C1C(=O)N(Cl)C(=O)C1.[Cl:30][C:31]1[CH:36]=[C:35]([C:37](=[CH2:42])[C:38]([F:41])([F:40])[F:39])[CH:34]=[C:33]([Cl:43])[C:32]=1[Cl:44].C(=O)(O)[O-].[K+]. (5) The reactants are: [Cl:1][C:2]1[CH:27]=[CH:26][C:5]([CH2:6][N:7]2[C:15]3[C:10](=[CH:11][C:12]([CH:16]=[C:17]4[S:21][C:20](SCC)=[N:19][C:18]4=[O:25])=[CH:13][CH:14]=3)[CH:9]=[N:8]2)=[C:4]([C:28]([F:31])([F:30])[F:29])[CH:3]=1.[C:32]([O:36][C:37](=[O:44])[NH:38][C@@H:39]1[CH2:43][CH2:42][NH:41][CH2:40]1)([CH3:35])([CH3:34])[CH3:33]. Given the product [C:32]([O:36][C:37](=[O:44])[NH:38][CH:39]1[CH2:43][CH2:42][N:41]([C:20]2[S:21][C:17](=[CH:16][C:12]3[CH:11]=[C:10]4[C:15](=[CH:14][CH:13]=3)[N:7]([CH2:6][C:5]3[CH:26]=[CH:27][C:2]([Cl:1])=[CH:3][C:4]=3[C:28]([F:31])([F:30])[F:29])[N:8]=[CH:9]4)[C:18](=[O:25])[N:19]=2)[CH2:40]1)([CH3:35])([CH3:33])[CH3:34].[NH2:38][C@@H:39]1[CH2:43][CH2:42][N:41]([C:20]2[S:21][C:17](=[CH:16][C:12]3[CH:11]=[C:10]4[C:15](=[CH:14][CH:13]=3)[N:7]([CH2:6][C:5]3[CH:26]=[CH:27][C:2]([Cl:1])=[CH:3][C:4]=3[C:28]([F:31])([F:29])[F:30])[N:8]=[CH:9]4)[C:18](=[O:25])[N:19]=2)[CH2:40]1, predict the reactants needed to synthesize it. (6) The reactants are: C(OC([CH2:6][O:7][CH2:8][C@@H:9]([NH:17][C:18](=[O:24])OC(C)(C)C)[C:10]1[CH:15]=[CH:14][CH:13]=[C:12]([F:16])[CH:11]=1)=O)C.FC(F)(F)C(O)=O. Given the product [F:16][C:12]1[CH:11]=[C:10]([C@@H:9]2[NH:17][C:18](=[O:24])[CH2:6][O:7][CH2:8]2)[CH:15]=[CH:14][CH:13]=1, predict the reactants needed to synthesize it.